Dataset: Reaction yield outcomes from USPTO patents with 853,638 reactions. Task: Predict the reaction yield, written as a fraction of the theoretical maximum amount of product (1.0 means a 100% yield; for example, 0.34 means a 34% yield). (1) The reactants are [CH3:1][C:2]1[N:7]2[N:8]=[C:9](/[CH:11]=[CH:12]/[C:13]3[N:17]([CH3:18])[N:16]=[C:15]([N:19]4[CH2:24][CH2:23][CH2:22][CH2:21][CH2:20]4)[N:14]=3)[N:10]=[C:6]2[C:5]([CH3:25])=[N:4][CH:3]=1. The catalyst is [Pd].CO. The product is [CH3:1][C:2]1[N:7]2[N:8]=[C:9]([CH2:11][CH2:12][C:13]3[N:17]([CH3:18])[N:16]=[C:15]([N:19]4[CH2:24][CH2:23][CH2:22][CH2:21][CH2:20]4)[N:14]=3)[N:10]=[C:6]2[C:5]([CH3:25])=[N:4][CH:3]=1. The yield is 0.574. (2) The reactants are [N:1]([CH2:4][CH2:5][O:6][CH2:7][CH2:8][O:9][CH2:10][CH:11]([O:22][CH2:23][C:24]([O:26][C:27]([CH3:30])([CH3:29])[CH3:28])=[O:25])[CH2:12][O:13][CH2:14][CH2:15][O:16][CH2:17][CH2:18][N:19]=[N+]=[N-])=[N+]=[N-].C(O)(=O)C. The catalyst is C(O)C.O.[Ni]. The product is [NH2:1][CH2:4][CH2:5][O:6][CH2:7][CH2:8][O:9][CH2:10][CH:11]([O:22][CH2:23][C:24]([O:26][C:27]([CH3:30])([CH3:29])[CH3:28])=[O:25])[CH2:12][O:13][CH2:14][CH2:15][O:16][CH2:17][CH2:18][NH2:19]. The yield is 1.00. (3) The reactants are [CH2:1]([C:3]1[CH:23]=[CH:22][CH:21]=[C:20]([CH3:24])[C:4]=1[CH2:5][NH:6][C:7]1[C:12]([N+:13]([O-])=O)=[C:11]([NH:16][CH3:17])[CH:10]=[C:9]([O:18][CH3:19])[N:8]=1)[CH3:2]. The catalyst is C(O)C.[Ni]. The product is [CH2:1]([C:3]1[CH:23]=[CH:22][CH:21]=[C:20]([CH3:24])[C:4]=1[CH2:5][NH:6][C:7]1[C:12]([NH2:13])=[C:11]([NH:16][CH3:17])[CH:10]=[C:9]([O:18][CH3:19])[N:8]=1)[CH3:2]. The yield is 1.00. (4) The product is [C:15]1([CH3:24])[CH:20]=[CH:19][CH:18]=[C:17]([C:2]2[CH:3]=[N:4][CH:5]=[C:6]3[C:11]=2[N:10]=[C:9]([C:12]([NH2:14])=[O:13])[CH:8]=[CH:7]3)[CH:16]=1. The yield is 0.840. The reactants are Br[C:2]1[CH:3]=[N:4][CH:5]=[C:6]2[C:11]=1[N:10]=[C:9]([C:12]([NH2:14])=[O:13])[CH:8]=[CH:7]2.[C:15]1([CH3:24])[CH:20]=[CH:19][CH:18]=[C:17](B(O)O)[CH:16]=1.C(=O)([O-])[O-].[Cs+].[Cs+]. The catalyst is O1CCOCC1.O.C1(P([C-]2C=CC=C2)C2C=CC=CC=2)C=CC=CC=1.[C-]1(P(C2C=CC=CC=2)C2C=CC=CC=2)C=CC=C1.[Fe+2].[Pd](Cl)Cl. (5) The reactants are C[O:2][C:3](=[O:43])[C:4]1[CH:9]=[CH:8][C:7]([NH:10][C:11](=[O:42])[C:12]2[CH:17]=[C:16]([Cl:18])[C:15]([O:19][C:20]3[CH:25]=[CH:24][N:23]=[CH:22][C:21]=3[C:26]([N:28]3[C:37]4[C:32](=[CH:33][CH:34]=[CH:35][CH:36]=4)[N:31]([CH:38]4[CH2:40][CH2:39]4)[CH2:30][CH2:29]3)=[O:27])=[CH:14][C:13]=2[Cl:41])=[CH:6][CH:5]=1.O.O.[OH-].[Li+]. The catalyst is O1CCOCC1. The product is [Cl:41][C:13]1[CH:14]=[C:15]([O:19][C:20]2[CH:25]=[CH:24][N:23]=[CH:22][C:21]=2[C:26]([N:28]2[C:37]3[C:32](=[CH:33][CH:34]=[CH:35][CH:36]=3)[N:31]([CH:38]3[CH2:39][CH2:40]3)[CH2:30][CH2:29]2)=[O:27])[C:16]([Cl:18])=[CH:17][C:12]=1[C:11]([NH:10][C:7]1[CH:8]=[CH:9][C:4]([C:3]([OH:43])=[O:2])=[CH:5][CH:6]=1)=[O:42]. The yield is 0.510. (6) The reactants are [C:1]([O:4][C:5]1[CH:10]=[CH:9][CH:8]=[C:7]([C:11](Cl)=[O:12])[C:6]=1[CH3:14])(=[O:3])[CH3:2].C([O-])([O-])=O.[Na+].[Na+].[C:21]1(B(O)O)[CH:26]=[CH:25][CH:24]=[CH:23][CH:22]=1.CC(C)=O. The catalyst is Cl[Pd]Cl.O. The product is [C:1]([O:4][C:5]1[CH:10]=[CH:9][CH:8]=[C:7]([C:11](=[O:12])[C:21]2[CH:26]=[CH:25][CH:24]=[CH:23][CH:22]=2)[C:6]=1[CH3:14])(=[O:3])[CH3:2]. The yield is 0.640. (7) The product is [CH3:1][C:2]([CH3:16])([CH3:15])[C:3]([O:5][C:6]1[CH:11]=[C:10]([NH:12][C:24](=[O:25])[C:23]([F:34])([F:33])[F:22])[C:9]([N+:17]([O-:20])=[O:18])=[CH:8][C:7]=1[O:13][CH3:14])=[O:4]. The reactants are [CH3:1][C:2]([CH3:16])([CH3:15])[C:3]([O:5][C:6]1[CH:11]=[C:10]([NH2:12])[CH:9]=[CH:8][C:7]=1[O:13][CH3:14])=[O:4].[N+:17]([O-:20])([O-])=[O:18].[NH4+].[F:22][C:23]([F:34])([F:33])[C:24](O[C:24](=[O:25])[C:23]([F:34])([F:33])[F:22])=[O:25]. The catalyst is C(Cl)(Cl)Cl. The yield is 0.960.